From a dataset of Full USPTO retrosynthesis dataset with 1.9M reactions from patents (1976-2016). Predict the reactants needed to synthesize the given product. Given the product [CH3:14][O:15][C:2]1[CH:10]=[N:9][C:8]([Cl:11])=[C:7]2[C:3]=1[CH:4]=[CH:5][NH:6]2, predict the reactants needed to synthesize it. The reactants are: Br[C:2]1[CH:10]=[N:9][C:8]([Cl:11])=[C:7]2[C:3]=1[CH:4]=[CH:5][NH:6]2.[NH4+].[Cl-].[CH3:14][O-:15].[Na+].